From a dataset of Forward reaction prediction with 1.9M reactions from USPTO patents (1976-2016). Predict the product of the given reaction. (1) Given the reactants N[C:2]1[C:11]2[C:6](=[CH:7][CH:8]=[CH:9][CH:10]=2)[CH:5]=[N:4][CH:3]=1.N([O-])=O.[Na+].[NH3:16].[ClH:17], predict the reaction product. The product is: [ClH:17].[Cl:17][C:2]1[C:11]2[C:6](=[CH:7][CH:8]=[CH:9][C:10]=2[NH:16][CH:11]2[CH2:6][CH2:5][NH:4][CH2:3][CH2:2]2)[CH:5]=[N:4][CH:3]=1. (2) Given the reactants [CH3:1][S:2](Cl)(=[O:4])=[O:3].C(N(CC)C(C)C)(C)C.[NH2:15][CH:16]1[CH2:19][N:18]([C:20]([C:22]2[N:23]=[C:24]3[C:29]([C:30]([F:33])([F:32])[F:31])=[CH:28][C:27]([C:34]4[CH:35]=[N:36][NH:37][CH:38]=4)=[CH:26][N:25]3[CH:39]=2)=[O:21])[CH2:17]1.O, predict the reaction product. The product is: [NH:36]1[CH:35]=[C:34]([C:27]2[CH:28]=[C:29]([C:30]([F:31])([F:33])[F:32])[C:24]3[N:25]([CH:39]=[C:22]([C:20]([N:18]4[CH2:17][CH:16]([NH:15][S:2]([CH3:1])(=[O:4])=[O:3])[CH2:19]4)=[O:21])[N:23]=3)[CH:26]=2)[CH:38]=[N:37]1. (3) Given the reactants [OH:1][C:2]1[CH:3]=[C:4]([CH:7]=[CH:8][C:9]=1[O:10][CH3:11])[CH:5]=[O:6].C([O-])([O-])=O.[K+].[K+].[Cl:18][CH2:19][CH2:20]Cl, predict the reaction product. The product is: [Cl:18][CH2:19][CH2:20][O:1][C:2]1[CH:3]=[C:4]([CH:7]=[CH:8][C:9]=1[O:10][CH3:11])[CH:5]=[O:6]. (4) Given the reactants C(OC([N:8]1[CH2:11][CH:10]([O:12][C:13]2[CH:14]=[C:15]3[C:24](=[CH:25][C:26]=2[CH:27]2[CH2:29][CH2:28]2)[O:23][CH2:22][C:21]2[N:16]3[CH:17]([CH3:31])[C:18](=[O:30])[NH:19][N:20]=2)[CH2:9]1)=O)(C)(C)C.[C:32]([OH:38])([C:34]([F:37])([F:36])[F:35])=[O:33], predict the reaction product. The product is: [F:35][C:34]([F:37])([F:36])[C:32]([OH:38])=[O:33].[NH:8]1[CH2:9][CH:10]([O:12][C:13]2[CH:14]=[C:15]3[C:24](=[CH:25][C:26]=2[CH:27]2[CH2:28][CH2:29]2)[O:23][CH2:22][C:21]2[N:16]3[CH:17]([CH3:31])[C:18](=[O:30])[NH:19][N:20]=2)[CH2:11]1. (5) Given the reactants C(N1C=CN=C1)([N:3]1C=CN=C1)=O.[C:13]([C:15]1[C:16]([NH:33][C:34]2[CH:39]=[C:38]([O:40][CH3:41])[C:37]([Cl:42])=[CH:36][C:35]=2[Cl:43])=[C:17]2[S:23][C:22]([C:24]3[CH:32]=[CH:31][C:27]([C:28]([OH:30])=O)=[CH:26][CH:25]=3)=[CH:21][C:18]2=[N:19][CH:20]=1)#[N:14], predict the reaction product. The product is: [C:13]([C:15]1[C:16]([NH:33][C:34]2[CH:39]=[C:38]([O:40][CH3:41])[C:37]([Cl:42])=[CH:36][C:35]=2[Cl:43])=[C:17]2[S:23][C:22]([C:24]3[CH:32]=[CH:31][C:27]([C:28]([NH2:3])=[O:30])=[CH:26][CH:25]=3)=[CH:21][C:18]2=[N:19][CH:20]=1)#[N:14]. (6) Given the reactants [C:1]([O:6][CH3:7])(=[O:5])/[CH:2]=[CH:3]/[CH3:4].CO[CH2:10][N:11]([CH2:19][Si](C)(C)C)[CH2:12][C:13]1[CH:18]=[CH:17][CH:16]=[CH:15][CH:14]=1.[C:24](O)(C(F)(F)F)=O, predict the reaction product. The product is: [CH2:12]([N:11]1[CH2:10][CH:3]([CH3:4])[CH:2]([C:1]([O:6][CH2:7][CH3:24])=[O:5])[CH2:19]1)[C:13]1[CH:14]=[CH:15][CH:16]=[CH:17][CH:18]=1. (7) Given the reactants [C:1]([O:4][C@H:5]1[C@H:10]([N:11]=[C:12]=[S:13])[C@@H:9]([O:14][C:15](=[O:17])[CH3:16])[C@H:8]([O:18][C:19](=[O:21])[CH3:20])[C@@H:7]([CH2:22][O:23][C:24](=[O:26])[CH3:25])[O:6]1)(=[O:3])[CH3:2].[CH2:27]([NH:29][CH3:30])[CH3:28], predict the reaction product. The product is: [C:1]([O:4][C@H:5]1[C@H:10]([NH:11][C:12]([N:29]([CH2:27][CH3:28])[CH3:30])=[S:13])[C@@H:9]([O:14][C:15](=[O:17])[CH3:16])[C@H:8]([O:18][C:19](=[O:21])[CH3:20])[C@@H:7]([CH2:22][O:23][C:24](=[O:26])[CH3:25])[O:6]1)(=[O:3])[CH3:2].